This data is from Full USPTO retrosynthesis dataset with 1.9M reactions from patents (1976-2016). The task is: Predict the reactants needed to synthesize the given product. (1) Given the product [C:1]([NH:4][CH:5]1[CH2:6][CH2:7][N:8]([C:11]2[C:12]([C:25]3[CH:26]=[CH:27][CH:28]=[CH:29][CH:30]=3)=[N:13][C:14]3[C:19]([N:20]=2)=[CH:18][C:17]([C:21]([OH:23])=[O:22])=[CH:16][CH:15]=3)[CH2:9][CH2:10]1)(=[O:3])[CH3:2], predict the reactants needed to synthesize it. The reactants are: [C:1]([NH:4][CH:5]1[CH2:10][CH2:9][N:8]([C:11]2[C:12]([C:25]3[CH:30]=[CH:29][CH:28]=[CH:27][CH:26]=3)=[N:13][C:14]3[C:19]([N:20]=2)=[CH:18][C:17]([C:21]([O:23]C)=[O:22])=[CH:16][CH:15]=3)[CH2:7][CH2:6]1)(=[O:3])[CH3:2].CO.ClCCl.[OH-].[Na+]. (2) Given the product [NH2:1][C:2]1[CH:7]=[CH:6][N:5]=[C:4]([C:20]([OH:16])([CH3:19])[CH3:13])[N:3]=1, predict the reactants needed to synthesize it. The reactants are: [NH2:1][C:2]1[CH:7]=[CH:6][N:5]=[C:4](C(OCC)=O)[N:3]=1.[CH3:13][Mg]Br.[O:16]1[CH2:20][CH2:19]CC1. (3) Given the product [CH3:1][O:2][C:3]([C@@H:5]1[CH2:9][C@H:8]([O:10][Si:27]([C:23]([CH3:26])([CH3:25])[CH3:24])([C:34]2[CH:35]=[CH:36][CH:37]=[CH:38][CH:39]=2)[C:28]2[CH:33]=[CH:32][CH:31]=[CH:30][CH:29]=2)[CH2:7][N:6]1[C:11]([O:13][C:14]([CH3:17])([CH3:16])[CH3:15])=[O:12])=[O:4], predict the reactants needed to synthesize it. The reactants are: [CH3:1][O:2][C:3]([C@@H:5]1[CH2:9][C@H:8]([OH:10])[CH2:7][N:6]1[C:11]([O:13][C:14]([CH3:17])([CH3:16])[CH3:15])=[O:12])=[O:4].N1C=CN=C1.[C:23]([Si:27](Cl)([C:34]1[CH:39]=[CH:38][CH:37]=[CH:36][CH:35]=1)[C:28]1[CH:33]=[CH:32][CH:31]=[CH:30][CH:29]=1)([CH3:26])([CH3:25])[CH3:24]. (4) Given the product [F:23][C:11]1[CH:12]=[C:13]([N:16]2[CH:21]=[CH:20][CH:19]=[CH:18][C:17]2=[O:22])[CH:14]=[CH:15][C:10]=1[NH:9][C:4]([CH:5]1[CH2:6][CH:1]1[C:2]([OH:3])=[O:8])=[O:7], predict the reactants needed to synthesize it. The reactants are: [CH:1]12[CH2:6][CH:5]1[C:4](=[O:7])[O:3][C:2]2=[O:8].[NH2:9][C:10]1[CH:15]=[CH:14][C:13]([N:16]2[CH:21]=[CH:20][CH:19]=[CH:18][C:17]2=[O:22])=[CH:12][C:11]=1[F:23].